Dataset: Experimentally validated miRNA-target interactions with 360,000+ pairs, plus equal number of negative samples. Task: Binary Classification. Given a miRNA mature sequence and a target amino acid sequence, predict their likelihood of interaction. The miRNA is hsa-miR-6769b-3p with sequence CCCUCUCUGUCCCACCCAUAG. The protein sequence of the target gene is MPVHTLSPGAPSAPALPCRLRTRVPGYLLRGPADGGARKPSAVERLEADKAKYVKSLHVANTRQEPVQPLLSKQPLFSPETRRTVLTPSRRALPGPCRRPQLDLDILSSLIDLCDSPVSPAEASRTPGRAEGAGRPPPATPPRPPPSTSAVRRVDVRPLPASPARPCPSPGPAAASSPARPPGLQRSKSDLSERFSRAAADLERFFNFCGLDPEEARGLGVAHLARASSDIVSLAGPSAGPGSSEGGCSRRSSVTVEERARERVPYGVSVVERNARVIKWLYGLRQARESPAAEG. Result: 1 (interaction).